From a dataset of Full USPTO retrosynthesis dataset with 1.9M reactions from patents (1976-2016). Predict the reactants needed to synthesize the given product. (1) Given the product [CH3:25][Si:26]([CH3:52])([CH3:51])[CH2:27][CH2:28][O:29][C:30](=[O:50])[C:31]1[CH:36]=[C:35]([B:13]2[O:17][C:16]([CH3:19])([CH3:18])[C:15]([CH3:21])([CH3:20])[O:14]2)[C:34]([Cl:38])=[CH:33][C:32]=1[O:39][CH2:40][CH2:41][CH2:42][C:43]([O:45][C:46]([CH3:49])([CH3:48])[CH3:47])=[O:44], predict the reactants needed to synthesize it. The reactants are: C[Si](C)(C)CCOC(=O)C1C=CC=CC=1[B:13]1[O:17][C:16]([CH3:19])([CH3:18])[C:15]([CH3:21])([CH3:20])[O:14]1.[CH3:25][Si:26]([CH3:52])([CH3:51])[CH2:27][CH2:28][O:29][C:30](=[O:50])[C:31]1[CH:36]=[C:35](Br)[C:34]([Cl:38])=[CH:33][C:32]=1[O:39][CH2:40][CH2:41][CH2:42][C:43]([O:45][C:46]([CH3:49])([CH3:48])[CH3:47])=[O:44]. (2) Given the product [CH3:1][O:2][C:3](=[O:11])[C:4]1[CH:9]=[CH:8][C:7]([N:10]=[CH:17][C:16]2[CH:19]=[CH:20][CH:21]=[C:14]([O:13][CH3:12])[CH:15]=2)=[CH:6][CH:5]=1, predict the reactants needed to synthesize it. The reactants are: [CH3:1][O:2][C:3](=[O:11])[C:4]1[CH:9]=[CH:8][C:7]([NH2:10])=[CH:6][CH:5]=1.[CH3:12][O:13][C:14]1[CH:15]=[C:16]([CH:19]=[CH:20][CH:21]=1)[CH:17]=O. (3) The reactants are: [CH2:1]([O:3][C:4](=[O:20])/[CH:5]=[C:6](/[C:13]1[CH:18]=[CH:17][C:16](Br)=[CH:15][CH:14]=1)\[C:7]1[CH:12]=[CH:11][CH:10]=[CH:9][CH:8]=1)[CH3:2].[CH3:21][N:22]([CH3:26])[CH2:23][C:24]#[CH:25].ClCCl. Given the product [CH2:1]([O:3][C:4](=[O:20])/[CH:5]=[C:6](/[C:13]1[CH:18]=[CH:17][C:16]([C:25]#[C:24][CH2:23][N:22]([CH3:26])[CH3:21])=[CH:15][CH:14]=1)\[C:7]1[CH:12]=[CH:11][CH:10]=[CH:9][CH:8]=1)[CH3:2], predict the reactants needed to synthesize it. (4) Given the product [CH2:24]([O:26][C:27](=[O:30])[CH2:28][N:13]1[C:14]2[C:10](=[CH:9][CH:8]=[C:7]([O:6][Si:5]([C:1]([CH3:4])([CH3:3])[CH3:2])([CH3:17])[CH3:16])[CH:15]=2)[CH:11]=[CH:12]1)[CH3:25], predict the reactants needed to synthesize it. The reactants are: [C:1]([Si:5]([CH3:17])([CH3:16])[O:6][C:7]1[CH:15]=[C:14]2[C:10]([CH:11]=[CH:12][NH:13]2)=[CH:9][CH:8]=1)([CH3:4])([CH3:3])[CH3:2].C(=O)([O-])[O-].[Cs+].[Cs+].[CH2:24]([O:26][C:27](=[O:30])[CH2:28]Br)[CH3:25]. (5) Given the product [CH2:33]([N:35]([CH2:36][CH2:37][OH:38])[CH2:2][CH2:3][CH2:4][O:5][C:6]1[CH:15]=[C:14]2[C:9]([C:10]([NH:16][C:17]3[CH:21]=[C:20]([CH2:22][C:23]([NH:25][C:26]4[CH:31]=[CH:30][CH:29]=[C:28]([F:32])[CH:27]=4)=[O:24])[NH:19][N:18]=3)=[N:11][CH:12]=[N:13]2)=[CH:8][CH:7]=1)[CH3:34], predict the reactants needed to synthesize it. The reactants are: Cl[CH2:2][CH2:3][CH2:4][O:5][C:6]1[CH:15]=[C:14]2[C:9]([C:10]([NH:16][C:17]3[CH:21]=[C:20]([CH2:22][C:23]([NH:25][C:26]4[CH:31]=[CH:30][CH:29]=[C:28]([F:32])[CH:27]=4)=[O:24])[NH:19][N:18]=3)=[N:11][CH:12]=[N:13]2)=[CH:8][CH:7]=1.[CH2:33]([NH:35][CH2:36][CH2:37][OH:38])[CH3:34].CN(C)C(=O)C.